This data is from Forward reaction prediction with 1.9M reactions from USPTO patents (1976-2016). The task is: Predict the product of the given reaction. (1) Given the reactants [CH2:1]([O:3][C:4](=[O:18])[C:5](=[N:16][NH2:17])[C:6]([C:8]1[CH:13]=[CH:12][CH:11]=[C:10]([Cl:14])[C:9]=1F)=[O:7])[CH3:2].CS(O[CH2:24][C:25]1[CH:26]=[N:27][C:28]([Br:31])=[CH:29][CH:30]=1)(=O)=O.[H-].[Na+].[Cl-].[NH4+], predict the reaction product. The product is: [Br:31][C:28]1[N:27]=[CH:26][C:25]([CH2:24][N:17]2[C:9]3[C:8](=[CH:13][CH:12]=[CH:11][C:10]=3[Cl:14])[C:6](=[O:7])[C:5]([C:4]([O:3][CH2:1][CH3:2])=[O:18])=[N:16]2)=[CH:30][CH:29]=1. (2) Given the reactants C(N(CC)CC)C.[CH2:8]([O:15][C:16]1[CH:17]=[CH:18][C:19]([CH3:26])=[C:20]([C:22](Cl)=[N:23][OH:24])[CH:21]=1)[C:9]1[CH:14]=[CH:13][CH:12]=[CH:11][CH:10]=1.[CH2:27]=[C:28]([CH2:33][C:34]([O:36][CH3:37])=[O:35])[C:29]([O:31][CH3:32])=[O:30].C1COCC1, predict the reaction product. The product is: [CH2:8]([O:15][C:16]1[CH:17]=[CH:18][C:19]([CH3:26])=[C:20]([C:22]2[CH2:27][C:28]([CH2:33][C:34]([O:36][CH3:37])=[O:35])([C:29]([O:31][CH3:32])=[O:30])[O:24][N:23]=2)[CH:21]=1)[C:9]1[CH:14]=[CH:13][CH:12]=[CH:11][CH:10]=1. (3) The product is: [Cl:25][C:22]1[CH:21]=[CH:20][C:19]([C:16]2[CH:17]=[C:18]3[C:10]([N:9]4[CH2:4][CH2:5][CH2:6][C:7]4=[O:8])=[C:11]([C:34](=[O:39])[C:35]([CH3:37])([CH3:36])[CH3:38])[O:12][C:13]3=[N:14][C:15]=2[C:26]2[CH:31]=[CH:30][C:29]([Cl:32])=[CH:28][C:27]=2[Cl:33])=[CH:24][CH:23]=1. Given the reactants [H-].[Na+].Cl[CH2:4][CH2:5][CH2:6][C:7]([NH:9][C:10]1[C:18]2[C:13](=[N:14][C:15]([C:26]3[CH:31]=[CH:30][C:29]([Cl:32])=[CH:28][C:27]=3[Cl:33])=[C:16]([C:19]3[CH:24]=[CH:23][C:22]([Cl:25])=[CH:21][CH:20]=3)[CH:17]=2)[O:12][C:11]=1[C:34](=[O:39])[C:35]([CH3:38])([CH3:37])[CH3:36])=[O:8], predict the reaction product.